Dataset: Full USPTO retrosynthesis dataset with 1.9M reactions from patents (1976-2016). Task: Predict the reactants needed to synthesize the given product. (1) The reactants are: C([Sn](CCCC)(CCCC)[C:6]1[CH:11]=[CH:10][C:9]([OH:12])=[CH:8][CH:7]=1)CCC.C([O-])([O-])=O.[K+].[K+].[Cl:27][C:28]1[CH:36]=[CH:35][CH:34]=[CH:33][C:29]=1[C:30](Cl)=[O:31]. Given the product [Cl:27][C:28]1[CH:36]=[CH:35][CH:34]=[CH:33][C:29]=1[C:30]([C:6]1[CH:7]=[CH:8][C:9]([OH:12])=[CH:10][CH:11]=1)=[O:31], predict the reactants needed to synthesize it. (2) Given the product [NH:37]1[C:32]2[C:31](=[CH:36][CH:35]=[CH:34][CH:33]=2)[C:8]([CH2:7][C@:5]([CH3:4])([NH:6][C:2]2[S:3][CH:4]=[C:5]([C:7]3[CH:12]=[CH:11][C:10]([N+:13]([O-:15])=[O:14])=[CH:9][CH:8]=3)[N:6]=2)[C:16]([NH:61][CH2:60][C:54]2([C:51]3[CH:50]=[CH:49][C:48]([O:47][CH3:46])=[CH:53][N:52]=3)[CH2:59][CH2:58][CH2:57][CH2:56][CH2:55]2)=[O:19])=[CH:9]1, predict the reactants needed to synthesize it. The reactants are: Cl[C:2]1[S:3][CH:4]=[C:5]([C:7]2[CH:12]=[CH:11][C:10]([N+:13]([O-:15])=[O:14])=[CH:9][CH:8]=2)[N:6]=1.[C:16]([O-:19])([O-])=O.[K+].[K+].CN(C(ON1N=[N:37][C:32]2[CH:33]=[CH:34][CH:35]=[CH:36][C:31]1=2)=[N+](C)C)C.F[P-](F)(F)(F)(F)F.[CH3:46][O:47][C:48]1[CH:49]=[CH:50][C:51]([C:54]2([CH2:60][NH2:61])[CH2:59][CH2:58][CH2:57][CH2:56][CH2:55]2)=[N:52][CH:53]=1. (3) Given the product [CH:31]12[CH2:40][CH:35]3[CH2:36][CH:37]([CH2:39][CH:33]([CH2:34]3)[CH:32]1[NH:41][C:2]([NH:29][C:19]1[CH:28]=[CH:23][CH:22]=[CH:21][CH:20]=1)=[O:3])[CH2:38]2, predict the reactants needed to synthesize it. The reactants are: Cl[C:2](OC1C=CC=CC=1)=[O:3].C(N(CC)CC)C.Cl.[C:19]12([NH2:29])[CH2:28][CH:23]3CC(C[CH:21]([CH2:22]3)[CH2:20]1)C2.Cl.[CH:31]12[CH2:40][CH:35]3[CH2:36][CH:37]([CH2:39][CH:33]([CH2:34]3)[CH:32]1[NH2:41])[CH2:38]2. (4) The reactants are: [Cl:1][C:2]1[CH:7]=[C:6]([C:8]2[CH:13]=[CH:12][CH:11]=[C:10]([Cl:14])[CH:9]=2)[N:5]2[N:15]=[C:16]([CH3:18])[CH:17]=[C:4]2[N:3]=1.[I:19]N1C(=O)CCC1=O. Given the product [Cl:1][C:2]1[CH:7]=[C:6]([C:8]2[CH:13]=[CH:12][CH:11]=[C:10]([Cl:14])[CH:9]=2)[N:5]2[N:15]=[C:16]([CH3:18])[C:17]([I:19])=[C:4]2[N:3]=1, predict the reactants needed to synthesize it. (5) Given the product [OH2:34].[OH2:40].[ClH:1].[ClH:1].[S:2]1[C:6]2[CH:7]=[CH:8][CH:9]=[CH:10][C:5]=2[C:4]([N:11]2[CH2:12][CH2:13][N:14]([CH2:17][C@@H:18]3[CH2:23][CH2:22][CH2:21][CH2:20][C@H:19]3[CH2:24][N:25]3[C:26](=[O:36])[C@H:27]4[C@H:32]([C@H:31]5[CH2:35][C@@H:28]4[CH2:29][CH2:30]5)[C:33]3=[O:34])[CH2:15][CH2:16]2)=[N:3]1, predict the reactants needed to synthesize it. The reactants are: [ClH:1].[S:2]1[C:6]2[CH:7]=[CH:8][CH:9]=[CH:10][C:5]=2[C:4]([N:11]2[CH2:16][CH2:15][N:14]([CH2:17][C@@H:18]3[CH2:23][CH2:22][CH2:21][CH2:20][C@H:19]3[CH2:24][N:25]3[C:33](=[O:34])[C@H:32]4[C@H:27]([C@H:28]5[CH2:35][C@@H:31]4[CH2:30][CH2:29]5)[C:26]3=[O:36])[CH2:13][CH2:12]2)=[N:3]1.Cl.C(OCC)(=[O:40])C.